This data is from Reaction yield outcomes from USPTO patents with 853,638 reactions. The task is: Predict the reaction yield, written as a fraction of the theoretical maximum amount of product (1.0 means a 100% yield; for example, 0.34 means a 34% yield). The reactants are [F:1][C:2]1[CH:3]=[CH:4][CH:5]=[C:6]([C:15]([C@@H:17]2[CH2:22][CH2:21][CH2:20][N:19]([C:23]([O:25][C:26]([CH3:29])([CH3:28])[CH3:27])=[O:24])[CH2:18]2)=[O:16])[C:7]=1[C:8]1[CH:13]=[CH:12][CH:11]=[C:10]([CH3:14])[CH:9]=1.[BH4-].[Na+]. The catalyst is CO. The product is [F:1][C:2]1[C:7]([C:8]2[CH:13]=[CH:12][CH:11]=[C:10]([CH3:14])[CH:9]=2)=[C:6]([CH:15]([OH:16])[C@@H:17]2[CH2:22][CH2:21][CH2:20][N:19]([C:23]([O:25][C:26]([CH3:28])([CH3:27])[CH3:29])=[O:24])[CH2:18]2)[CH:5]=[CH:4][CH:3]=1. The yield is 1.00.